This data is from Full USPTO retrosynthesis dataset with 1.9M reactions from patents (1976-2016). The task is: Predict the reactants needed to synthesize the given product. (1) The reactants are: [OH:1][C:2]1[CH:7]=[CH:6][CH:5]=[CH:4][C:3]=1[C:8](=[O:17])[CH2:9][C:10]([O:12][C:13]([CH3:16])([CH3:15])[CH3:14])=[O:11].[Br:18][C:19]1[CH:26]=[CH:25][C:22]([CH:23]=O)=[CH:21][CH:20]=1.N1CCCCC1.C(O)(=O)C. Given the product [Br:18][C:19]1[CH:26]=[CH:25][C:22](/[CH:23]=[C:9](\[C:8]([C:3]2[CH:4]=[CH:5][CH:6]=[CH:7][C:2]=2[OH:1])=[O:17])/[C:10]([O:12][C:13]([CH3:14])([CH3:16])[CH3:15])=[O:11])=[CH:21][CH:20]=1, predict the reactants needed to synthesize it. (2) Given the product [CH2:1]([O:3][C:4]([N:6]1[CH2:11][CH2:10][N:9]([C:12](=[O:39])[C@@H:13]([NH:24][C:25]([C:27]2[CH:36]=[C:35]([O:37][CH2:52][C:51]([O:50][C:46]([CH3:49])([CH3:48])[CH3:47])=[O:54])[C:34]3[C:29](=[CH:30][C:31]([CH3:38])=[CH:32][CH:33]=3)[N:28]=2)=[O:26])[CH2:14][CH2:15][O:16][CH2:17][C:18]2[CH:19]=[CH:20][CH:21]=[CH:22][CH:23]=2)[CH2:8][CH2:7]1)=[O:5])[CH3:2], predict the reactants needed to synthesize it. The reactants are: [CH2:1]([O:3][C:4]([N:6]1[CH2:11][CH2:10][N:9]([C:12](=[O:39])[C@@H:13]([NH:24][C:25]([C:27]2[CH:36]=[C:35]([OH:37])[C:34]3[C:29](=[CH:30][C:31]([CH3:38])=[CH:32][CH:33]=3)[N:28]=2)=[O:26])[CH2:14][CH2:15][O:16][CH2:17][C:18]2[CH:23]=[CH:22][CH:21]=[CH:20][CH:19]=2)[CH2:8][CH2:7]1)=[O:5])[CH3:2].C(=O)([O-])[O-].[Cs+].[Cs+].[C:46]([O:50][C:51](=[O:54])[CH2:52]Br)([CH3:49])([CH3:48])[CH3:47]. (3) Given the product [Cl:1][C:2]1[C:7]([CH2:8][C:10]2[CH:15]=[C:14]([O:16][CH3:17])[C:13]([O:18][CH3:19])=[CH:12][C:11]=2[CH:20]([CH3:21])[CH3:22])=[CH:6][N:5]=[C:4]([S:23][CH3:24])[N:3]=1, predict the reactants needed to synthesize it. The reactants are: [Cl:1][C:2]1[C:7]([CH:8]([C:10]2[CH:15]=[C:14]([O:16][CH3:17])[C:13]([O:18][CH3:19])=[CH:12][C:11]=2[CH:20]([CH3:22])[CH3:21])O)=[CH:6][N:5]=[C:4]([S:23][CH3:24])[N:3]=1.C([SiH](CC)CC)C.FC(F)(F)C(O)=O. (4) Given the product [O:1]1[CH:5]=[CH:4][C:3]([C:6]2[C:15]3[C:16](=[O:19])[O:17][CH2:18][C:14]=3[C:13]([O:20][CH3:27])=[C:12]3[C:7]=2[CH:8]=[C:9]([O:23][CH3:24])[C:10]([O:21][CH3:22])=[CH:11]3)=[CH:2]1, predict the reactants needed to synthesize it. The reactants are: [O:1]1[CH:5]=[CH:4][C:3]([C:6]2[C:15]3[C:16](=[O:19])[O:17][CH2:18][C:14]=3[C:13]([OH:20])=[C:12]3[C:7]=2[CH:8]=[C:9]([O:23][CH3:24])[C:10]([O:21][CH3:22])=[CH:11]3)=[CH:2]1.IC.[C:27](=O)([O-])[O-].[K+].[K+].[Cl-].[NH4+]. (5) Given the product [ClH:39].[NH2:7][CH:8]([C:9]1[C:13](=[O:14])[CH2:12][CH2:11][C:10]=1[NH:15][C:16]1[CH:21]=[CH:20][N:19]=[C:18]([C:22]([F:25])([F:24])[F:23])[CH:17]=1)[C:26]1[CH:31]=[CH:30][C:29]([C:32]#[N:33])=[CH:28][C:27]=1[S:34]([CH3:37])(=[O:36])=[O:35], predict the reactants needed to synthesize it. The reactants are: C(OC(=O)[NH:7][CH:8]([C:26]1[CH:31]=[CH:30][C:29]([C:32]#[N:33])=[CH:28][C:27]=1[S:34]([CH3:37])(=[O:36])=[O:35])[C:9]1[C:13](=[O:14])[CH2:12][CH2:11][C:10]=1[NH:15][C:16]1[CH:21]=[CH:20][N:19]=[C:18]([C:22]([F:25])([F:24])[F:23])[CH:17]=1)(C)(C)C.[ClH:39]. (6) Given the product [Cl:1][C:2]1[C:3]2[N:4]([CH:12]=[C:13]([C:15]3[S:40][C:19]([C:20]4[CH:25]=[C:24]([Cl:26])[C:23]([O:27][CH3:28])=[CH:22][C:21]=4[Cl:29])=[N:18][N:17]=3)[N:14]=2)[CH:5]=[C:6]([C:8]([F:11])([F:10])[F:9])[CH:7]=1, predict the reactants needed to synthesize it. The reactants are: [Cl:1][C:2]1[C:3]2[N:4]([CH:12]=[C:13]([C:15]([NH:17][NH:18][C:19](=O)[C:20]3[CH:25]=[C:24]([Cl:26])[C:23]([O:27][CH3:28])=[CH:22][C:21]=3[Cl:29])=O)[N:14]=2)[CH:5]=[C:6]([C:8]([F:11])([F:10])[F:9])[CH:7]=1.COC1C=CC(P2(SP(C3C=CC(OC)=CC=3)(=S)S2)=[S:40])=CC=1.N1C=CC=CC=1.P12(SP3(SP(SP(S3)(S1)=S)(=S)S2)=S)=S. (7) Given the product [C:27]([CH2:26][CH2:25][O:24][C:7]1[C:6]([C:4]([OH:5])=[O:3])=[CH:14][CH:13]=[C:12]2[C:8]=1[C:9](/[CH:15]=[CH:16]/[C:17]1[CH:22]=[CH:21][C:20]([F:23])=[CH:19][CH:18]=1)=[N:10][NH:11]2)(=[O:29])[NH2:28], predict the reactants needed to synthesize it. The reactants are: C([O:3][C:4]([C:6]1[C:7]([O:24][CH2:25][CH2:26][C:27](=[O:29])[NH2:28])=[C:8]2[C:12](=[CH:13][CH:14]=1)[NH:11][N:10]=[C:9]2/[CH:15]=[CH:16]/[C:17]1[CH:22]=[CH:21][C:20]([F:23])=[CH:19][CH:18]=1)=[O:5])C. (8) Given the product [CH3:1][N:2]([CH3:20])[C:3]([C:5]1[N:14]([CH:15]2[CH2:19][CH2:18][CH2:17][CH2:16]2)[C:8]2[N:9]=[C:10]([NH:42][C:39]3[CH:40]=[CH:41][C:36]([C:34]([N:31]4[CH2:32][CH2:33][NH:28][CH2:29][CH2:30]4)=[O:35])=[CH:37][N:38]=3)[N:11]=[CH:12][C:7]=2[CH:6]=1)=[O:4], predict the reactants needed to synthesize it. The reactants are: [CH3:1][N:2]([CH3:20])[C:3]([C:5]1[N:14]([CH:15]2[CH2:19][CH2:18][CH2:17][CH2:16]2)[C:8]2[N:9]=[C:10](Cl)[N:11]=[CH:12][C:7]=2[CH:6]=1)=[O:4].C(OC([N:28]1[CH2:33][CH2:32][N:31]([C:34]([C:36]2[CH:37]=[N:38][C:39]([NH2:42])=[CH:40][CH:41]=2)=[O:35])[CH2:30][CH2:29]1)=O)(C)(C)C.